This data is from Reaction yield outcomes from USPTO patents with 853,638 reactions. The task is: Predict the reaction yield, written as a fraction of the theoretical maximum amount of product (1.0 means a 100% yield; for example, 0.34 means a 34% yield). (1) The reactants are [NH2:1][C:2]1[N:6]([CH3:7])[C:5](=[O:8])[C:4]([C:19]2[CH:24]=[CH:23][CH:22]=[C:21](Br)[CH:20]=2)([C:9]2[CH:14]=[CH:13][C:12]([O:15][CH:16]([F:18])[F:17])=[CH:11][CH:10]=2)[N:3]=1.[CH3:26][O:27][CH2:28][CH2:29][CH2:30][CH2:31]/[CH:32]=[CH:33]/B(O)O. The catalyst is C([O-])([O-])=O.[K+].[K+].COCCOC.O. The product is [NH2:1][C:2]1[N:6]([CH3:7])[C:5](=[O:8])[C:4]([C:9]2[CH:14]=[CH:13][C:12]([O:15][CH:16]([F:18])[F:17])=[CH:11][CH:10]=2)([C:19]2[CH:24]=[CH:23][CH:22]=[C:21](/[CH:33]=[CH:32]/[CH2:31][CH2:30][CH2:29][CH2:28][O:27][CH3:26])[CH:20]=2)[N:3]=1. The yield is 0.560. (2) The reactants are [C:1]1([C@@H:7]2[C@@H:11]([C:12]3[CH:17]=[CH:16][CH:15]=[CH:14][CH:13]=3)[O:10][C:9]3([CH2:22][CH2:21][CH2:20][C@H:19]([CH2:23][NH:24][C:25]4[CH:26]=[C:27]([CH:30]=[CH:31][C:32]=4[N+:33]([O-])=O)[C:28]#[N:29])[CH2:18]3)[O:8]2)[CH:6]=[CH:5][CH:4]=[CH:3][CH:2]=1.CO.[CH:38](OC)(OC)OC. The catalyst is [Fe].C(O)=O.CCOC(C)=O. The product is [C:1]1([C@@H:7]2[C@@H:11]([C:12]3[CH:17]=[CH:16][CH:15]=[CH:14][CH:13]=3)[O:10][C:9]3([CH2:22][CH2:21][CH2:20][C@H:19]([CH2:23][N:24]4[C:25]5[CH:26]=[C:27]([C:28]#[N:29])[CH:30]=[CH:31][C:32]=5[N:33]=[CH:38]4)[CH2:18]3)[O:8]2)[CH:6]=[CH:5][CH:4]=[CH:3][CH:2]=1. The yield is 1.00. (3) The reactants are [CH2:1]([C:3]1[C:8](=[O:9])[NH:7][C:6]([CH3:10])=[C:5]([C:11]2[S:15][C:14]([S:16](Cl)(=[O:18])=[O:17])=[CH:13][CH:12]=2)[CH:4]=1)[CH3:2].[CH3:20][O:21][CH2:22][CH2:23][NH-:24]. No catalyst specified. The product is [CH3:20][O:21][CH2:22][CH2:23][NH:24][S:16]([C:14]1[S:15][C:11]([C:5]2[CH:4]=[C:3]([CH2:1][CH3:2])[C:8](=[O:9])[NH:7][C:6]=2[CH3:10])=[CH:12][CH:13]=1)(=[O:18])=[O:17]. The yield is 0.260. (4) The reactants are F[C:2]1[CH:19]=[CH:18][C:17]([N+:20]([O-:22])=[O:21])=[CH:16][C:3]=1[C:4]([NH:6][CH2:7][CH2:8][O:9][CH:10]1[CH2:15][CH2:14][CH2:13][CH2:12][O:11]1)=[O:5].CCN(CC)CC.[NH:30]([CH2:34][CH2:35][OH:36])[CH2:31][CH2:32][OH:33]. The catalyst is O1CCOCC1. The product is [OH:33][CH2:32][CH2:31][N:30]([CH2:34][CH2:35][OH:36])[C:2]1[CH:19]=[CH:18][C:17]([N+:20]([O-:22])=[O:21])=[CH:16][C:3]=1[C:4]([NH:6][CH2:7][CH2:8][O:9][CH:10]1[CH2:15][CH2:14][CH2:13][CH2:12][O:11]1)=[O:5]. The yield is 0.870. (5) The catalyst is C(#N)C. The product is [I:22][C:42]1[N:38]2[C:39]3[C:34]([N:35]=[C:36]([NH:45][CH2:46][CH2:47][CH2:48][OH:49])[C:37]2=[N:44][CH:43]=1)=[CH:33][C:32]([C:27]1[CH:28]=[CH:29][CH:30]=[CH:31][C:26]=1[C:25]([F:24])([F:50])[F:51])=[CH:41][CH:40]=3. The reactants are [B-](F)(F)(F)F.[B-](F)(F)(F)F.C1[N+]2(CCl)CC[N+](F)(CC2)C1.[I:22]I.[F:24][C:25]([F:51])([F:50])[C:26]1[CH:31]=[CH:30][CH:29]=[CH:28][C:27]=1[C:32]1[CH:33]=[C:34]2[C:39](=[CH:40][CH:41]=1)[N:38]1[CH:42]=[CH:43][N:44]=[C:37]1[C:36]([NH:45][CH2:46][CH2:47][CH2:48][OH:49])=[N:35]2. The yield is 0.820. (6) The reactants are CS(O[CH:6]1[CH2:9][N:8]([CH:10]([C:17]2[CH:22]=[CH:21][CH:20]=[CH:19][CH:18]=2)[C:11]2[CH:16]=[CH:15][CH:14]=[CH:13][CH:12]=2)[CH2:7]1)(=O)=O.[N:23]1([C:33]([O:35][C:36]([CH3:39])([CH3:38])[CH3:37])=[O:34])[CH2:28][CH2:27][NH:26][CH:25]([C:29]([O:31][CH3:32])=[O:30])[CH2:24]1.C([O-])([O-])=O.[K+].[K+]. The catalyst is CC#N. The product is [CH:10]([N:8]1[CH2:9][CH:6]([N:26]2[CH2:27][CH2:28][N:23]([C:33]([O:35][C:36]([CH3:37])([CH3:38])[CH3:39])=[O:34])[CH2:24][CH:25]2[C:29]([O:31][CH3:32])=[O:30])[CH2:7]1)([C:17]1[CH:22]=[CH:21][CH:20]=[CH:19][CH:18]=1)[C:11]1[CH:16]=[CH:15][CH:14]=[CH:13][CH:12]=1. The yield is 0.510. (7) The reactants are [C:1]12([NH:6][C:7]3[C:12]([C:13]([O:15]CC)=[O:14])=[CH:11][N:10]=[C:9]([S:18][CH3:19])[N:8]=3)[CH2:5][CH:3]([CH2:4]1)[CH2:2]2.[OH-].[Na+]. The catalyst is C(O)C. The product is [C:1]12([NH:6][C:7]3[C:12]([C:13]([OH:15])=[O:14])=[CH:11][N:10]=[C:9]([S:18][CH3:19])[N:8]=3)[CH2:4][CH:3]([CH2:2]1)[CH2:5]2. The yield is 1.00. (8) The reactants are [C:1]([O:5][C:6](=[O:38])[NH:7][CH2:8][C:9]([NH:11][C:12]1[CH:17]=[C:16]([C:18]2[C:26]3[C:21](=[CH:22][C:23]([F:27])=[CH:24][CH:25]=3)[N:20]([S:28]([C:31]3[CH:36]=[CH:35][CH:34]=[CH:33][CH:32]=3)(=[O:30])=[O:29])[CH:19]=2)[CH:15]=[CH:14][C:13]=1[NH2:37])=O)([CH3:4])([CH3:3])[CH3:2].C([O-])([O-])=O.[Na+].[Na+]. The catalyst is CC(O)=O. The product is [C:1]([O:5][C:6](=[O:38])[NH:7][CH2:8][C:9]1[NH:11][C:12]2[CH:17]=[C:16]([C:18]3[C:26]4[C:21](=[CH:22][C:23]([F:27])=[CH:24][CH:25]=4)[N:20]([S:28]([C:31]4[CH:36]=[CH:35][CH:34]=[CH:33][CH:32]=4)(=[O:29])=[O:30])[CH:19]=3)[CH:15]=[CH:14][C:13]=2[N:37]=1)([CH3:2])([CH3:4])[CH3:3]. The yield is 0.930.